Dataset: Catalyst prediction with 721,799 reactions and 888 catalyst types from USPTO. Task: Predict which catalyst facilitates the given reaction. (1) Reactant: Cl.[Br:2][C:3]1[C:11]([CH3:12])=[CH:10][C:6]([C:7]([OH:9])=[O:8])=[C:5]([NH:13]N)[CH:4]=1.O=[C:16]1[CH2:21][CH2:20][CH2:19][CH:18]([C:22]([O:24][CH2:25][CH3:26])=[O:23])[CH2:17]1.C(O)(=O)C. Product: [Br:2][C:3]1[C:11]([CH3:12])=[CH:10][C:6]([C:7]([OH:9])=[O:8])=[C:5]2[C:4]=1[C:21]1[CH2:20][CH2:19][CH:18]([C:22]([O:24][CH2:25][CH3:26])=[O:23])[CH2:17][C:16]=1[NH:13]2. The catalyst class is: 11. (2) Reactant: [Cl:1][C:2]1[CH:7]=[CH:6][C:5]([CH2:8][C@@H:9]([C:13]2[CH:18]=[CH:17][CH:16]=[C:15]([C:19]#[N:20])[CH:14]=2)[C@@H:10]([NH2:12])[CH3:11])=[CH:4][CH:3]=1.[C:21]1([C:27](=O)[CH2:28][N:29]2[CH:33]=[CH:32][CH:31]=[N:30]2)[CH:26]=[CH:25][CH:24]=[CH:23][CH:22]=1.CC1C=CC(S(O)(=O)=O)=CC=1. Product: [Cl:1][C:2]1[CH:7]=[CH:6][C:5]([CH2:8][C@@H:9]([C:13]2[CH:14]=[C:15]([CH:16]=[CH:17][CH:18]=2)[C:19]#[N:20])[C@@H:10]([NH:12][CH:27]([C:21]2[CH:26]=[CH:25][CH:24]=[CH:23][CH:22]=2)[CH2:28][N:29]2[CH:33]=[CH:32][CH:31]=[N:30]2)[CH3:11])=[CH:4][CH:3]=1. The catalyst class is: 11. (3) Reactant: [N:1]1([C:6]2[CH:13]=[CH:12][C:9]([CH:10]=O)=[CH:8][CH:7]=2)[CH:5]=[CH:4][CH:3]=[CH:2]1.CC(O)=O.[Cl:18][C:19]1[CH:24]=[CH:23][C:22]([NH:25][C:26]([CH:28]2[CH2:33][CH2:32][CH2:31][NH:30][CH2:29]2)=[O:27])=[CH:21][CH:20]=1.[BH-](OC(C)=O)(OC(C)=O)OC(C)=O.[Na+]. Product: [N:1]1([C:6]2[CH:13]=[CH:12][C:9]([CH2:10][N:30]3[CH2:31][CH2:32][CH2:33][CH:28]([C:26]([NH:25][C:22]4[CH:21]=[CH:20][C:19]([Cl:18])=[CH:24][CH:23]=4)=[O:27])[CH2:29]3)=[CH:8][CH:7]=2)[CH:5]=[CH:4][CH:3]=[CH:2]1. The catalyst class is: 1. (4) Reactant: II.[Mg].[C:4]([O:7][C:8]1[C:13]([CH:14](Br)[CH2:15][CH2:16]Br)=[CH:12][CH:11]=[CH:10][C:9]=1[Cl:19])(=[O:6])[CH3:5].Cl. Product: [C:4]([O:7][C:8]1[C:13]([CH:14]2[CH2:16][CH2:15]2)=[CH:12][CH:11]=[CH:10][C:9]=1[Cl:19])(=[O:6])[CH3:5]. The catalyst class is: 1.